From a dataset of Catalyst prediction with 721,799 reactions and 888 catalyst types from USPTO. Predict which catalyst facilitates the given reaction. (1) Reactant: [F:1][C:2]1[CH:10]=[C:9]2[C:5]([C:6]([C:20]3[CH:21]=[CH:22][C:23]([NH:26][C:27](=[O:33])[O:28][C:29]([CH3:32])([CH3:31])[CH3:30])=[N:24][CH:25]=3)=[CH:7][N:8]2[S:11]([C:14]2[CH:19]=[CH:18][CH:17]=[CH:16][CH:15]=2)(=[O:13])=[O:12])=[CH:4][CH:3]=1.[H-].[Na+].Br[CH2:37][C:38]([O:40][CH2:41][CH3:42])=[O:39].O. Product: [C:29]([O:28][C:27]([N:26]([C:23]1[CH:22]=[CH:21][C:20]([C:6]2[C:5]3[C:9](=[CH:10][C:2]([F:1])=[CH:3][CH:4]=3)[N:8]([S:11]([C:14]3[CH:15]=[CH:16][CH:17]=[CH:18][CH:19]=3)(=[O:13])=[O:12])[CH:7]=2)=[CH:25][N:24]=1)[CH2:37][C:38]([O:40][CH2:41][CH3:42])=[O:39])=[O:33])([CH3:30])([CH3:32])[CH3:31]. The catalyst class is: 3. (2) Reactant: [C:1]([O:5][C:6]([N:8]1[CH2:13][CH2:12][N+:11]([O-:42])([CH2:14][CH2:15][N:16]2[C:21]3[N:22]=[C:23](S(C)=O)[N:24]=[CH:25][C:20]=3[CH:19]=[C:18]([C:29]3[C:34]([Cl:35])=[C:33]([O:36][CH3:37])[CH:32]=[C:31]([O:38][CH3:39])[C:30]=3[Cl:40])[C:17]2=[O:41])[CH2:10][CH2:9]1)=[O:7])([CH3:4])([CH3:3])[CH3:2].[CH3:43][NH2:44]. Product: [C:1]([O:5][C:6]([N:8]1[CH2:13][CH2:12][N+:11]([O-:42])([CH2:14][CH2:15][N:16]2[C:21]3[N:22]=[C:23]([NH:44][CH3:43])[N:24]=[CH:25][C:20]=3[CH:19]=[C:18]([C:29]3[C:34]([Cl:35])=[C:33]([O:36][CH3:37])[CH:32]=[C:31]([O:38][CH3:39])[C:30]=3[Cl:40])[C:17]2=[O:41])[CH2:10][CH2:9]1)=[O:7])([CH3:4])([CH3:3])[CH3:2]. The catalyst class is: 107. (3) Reactant: [C:1]1([C:7]2[NH:11][C:10]3[CH:12]=[CH:13][C:14]([S:16](Cl)(=[O:18])=[O:17])=[CH:15][C:9]=3[N:8]=2)[CH:6]=[CH:5][CH:4]=[CH:3][CH:2]=1.[Br:20][C:21]1[CH:27]=[CH:26][CH:25]=[CH:24][C:22]=1[NH2:23]. Product: [Br:20][C:21]1[CH:27]=[CH:26][CH:25]=[CH:24][C:22]=1[NH:23][S:16]([C:14]1[CH:13]=[CH:12][C:10]2[NH:11][C:7]([C:1]3[CH:6]=[CH:5][CH:4]=[CH:3][CH:2]=3)=[N:8][C:9]=2[CH:15]=1)(=[O:18])=[O:17]. The catalyst class is: 300. (4) Reactant: [Cl:1][C:2]1[CH:3]=[C:4]([CH:29]=[C:30]([Cl:32])[CH:31]=1)[CH2:5][N:6]1[CH:10]=[CH:9][N:8]=[C:7]1[CH2:11][N:12]([CH2:21][C:22]1[CH:27]=[CH:26][CH:25]=[C:24]([F:28])[CH:23]=1)[CH2:13][CH2:14][N:15]1[CH2:20][CH2:19][NH:18][CH2:17][CH2:16]1.[CH3:33][C:34](OC(C)=O)=[O:35].C([O-])(O)=O.[Na+]. Product: [Cl:1][C:2]1[CH:3]=[C:4]([CH:29]=[C:30]([Cl:32])[CH:31]=1)[CH2:5][N:6]1[CH:10]=[CH:9][N:8]=[C:7]1[CH2:11][N:12]([CH2:21][C:22]1[CH:27]=[CH:26][CH:25]=[C:24]([F:28])[CH:23]=1)[CH2:13][CH2:14][N:15]1[CH2:16][CH2:17][N:18]([C:34](=[O:35])[CH3:33])[CH2:19][CH2:20]1. The catalyst class is: 2. (5) Reactant: [F:1][C:2]([F:11])([F:10])[C:3]1[CH:4]=[C:5]([CH:7]=[CH:8][CH:9]=1)[NH2:6].CN(C)C=O.C(=O)([O-])[O-].[K+].[K+].Br[CH2:24][C:25]1[C:30](/[CH:31]=[CH:32]/[C:33]([O:35][CH3:36])=[O:34])=[CH:29][CH:28]=[CH:27][N:26]=1. Product: [F:1][C:2]([F:10])([F:11])[C:3]1[CH:4]=[C:5]([NH:6][CH2:24][C:25]2[C:30](/[CH:31]=[CH:32]/[C:33]([O:35][CH3:36])=[O:34])=[CH:29][CH:28]=[CH:27][N:26]=2)[CH:7]=[CH:8][CH:9]=1. The catalyst class is: 6. (6) Reactant: [Br:1][C:2]1[C:11]2[C:6](=[CH:7][C:8]([C:12]3[S:16][C:15]4[CH:17]=[CH:18][CH:19]=[CH:20][C:14]=4[C:13]=3[C:21](=[O:26])[CH2:22][CH2:23][CH2:24][CH3:25])=[CH:9][CH:10]=2)[CH:5]=[CH:4][C:3]=1[O:27][CH2:28][C:29]#[N:30].[N-:31]=[N+:32]=[N-:33].[Na+].[Cl-].[NH4+].CN(C=O)C.Cl. Product: [Br:1][C:2]1[C:3]([O:27][CH2:28][C:29]2[NH:33][N:32]=[N:31][N:30]=2)=[CH:4][CH:5]=[C:6]2[C:11]=1[CH:10]=[CH:9][C:8]([C:12]1[S:16][C:15]3[CH:17]=[CH:18][CH:19]=[CH:20][C:14]=3[C:13]=1[C:21](=[O:26])[CH2:22][CH2:23][CH2:24][CH3:25])=[CH:7]2. The catalyst class is: 6. (7) Reactant: Br[C:2]1[CH:7]=[CH:6][CH:5]=[C:4]([F:8])[CH:3]=1.[Li]CCCC.CCCCCC.CON(C)[C:23]([C:25]1[CH:26]=[C:27]2[C:33]3([CH2:38][CH2:37][N:36]([C:39]([O:41][C:42]([CH3:45])([CH3:44])[CH3:43])=[O:40])[CH2:35][CH2:34]3)[CH2:32][N:31]([C:46]3[C:47]4[C@H:54]([CH3:55])[CH2:53][CH2:52][C:48]=4[N:49]=[CH:50][N:51]=3)[C:28]2=[CH:29][CH:30]=1)=[O:24].CC(O)C. Product: [F:8][C:4]1[CH:3]=[C:2]([CH:7]=[CH:6][CH:5]=1)[C:23]([C:25]1[CH:26]=[C:27]2[C:33]3([CH2:38][CH2:37][N:36]([C:39]([O:41][C:42]([CH3:45])([CH3:44])[CH3:43])=[O:40])[CH2:35][CH2:34]3)[CH2:32][N:31]([C:46]3[C:47]4[C@H:54]([CH3:55])[CH2:53][CH2:52][C:48]=4[N:49]=[CH:50][N:51]=3)[C:28]2=[CH:29][CH:30]=1)=[O:24]. The catalyst class is: 20. (8) Reactant: [Br:1][C:2]1[CH:3]=[C:4]2[C:8](=[CH:9][CH:10]=1)[NH:7][CH:6]=[CH:5]2.ClS([N:15]=[C:16]=O)(=O)=O.CN(C=O)C. Product: [Br:1][C:2]1[CH:3]=[C:4]2[C:8](=[CH:9][CH:10]=1)[NH:7][CH:6]=[C:5]2[C:16]#[N:15]. The catalyst class is: 23. (9) Reactant: C([O:4][CH2:5][C@@H:6]([N:8]1[C:12](=O)[CH2:11][C:10]([CH3:15])([CH3:14])[C:9]1=O)[CH3:7])(=O)C.[H-].[H-].[H-].[H-].[Li+].[Al+3]. Product: [CH3:14][C:10]1([CH3:15])[CH2:11][CH2:12][N:8]([C@@H:6]([CH3:7])[CH2:5][OH:4])[CH2:9]1. The catalyst class is: 27.